Dataset: Peptide-MHC class I binding affinity with 185,985 pairs from IEDB/IMGT. Task: Regression. Given a peptide amino acid sequence and an MHC pseudo amino acid sequence, predict their binding affinity value. This is MHC class I binding data. (1) The peptide sequence is LLGCAANWIL. The MHC is HLA-A02:01 with pseudo-sequence HLA-A02:01. The binding affinity (normalized) is 0.457. (2) The peptide sequence is SRTPSGKRL. The MHC is HLA-B08:01 with pseudo-sequence HLA-B08:01. The binding affinity (normalized) is 0.0847. (3) The peptide sequence is RPPIFIRRL. The MHC is HLA-B44:03 with pseudo-sequence HLA-B44:03. The binding affinity (normalized) is 0.